From a dataset of Reaction yield outcomes from USPTO patents with 853,638 reactions. Predict the reaction yield, written as a fraction of the theoretical maximum amount of product (1.0 means a 100% yield; for example, 0.34 means a 34% yield). (1) The reactants are [CH2:1]([O:3][C:4](=[O:22])[C:5]1[CH:10]=[C:9]([CH:11]=[CH:12]N(C)C)[C:8]([N+:16]([O-])=O)=[CH:7][C:6]=1[N+:19]([O-])=O)[CH3:2]. The catalyst is CCO.[Ni]. The product is [CH2:1]([O:3][C:4]([C:5]1[CH:10]=[C:9]2[C:8](=[CH:7][C:6]=1[NH2:19])[NH:16][CH:12]=[CH:11]2)=[O:22])[CH3:2]. The yield is 0.300. (2) The reactants are [BH4-].[Na+].[CH2:3]([N:10]=[C:11]1[CH2:15][CH2:14][CH:13]([NH:16][C:17]2[C:18]3[N:19]([CH:26]=[C:27]([C:29]4[CH:34]=[CH:33][CH:32]=[CH:31][CH:30]=4)[CH:28]=3)[N:20]=[CH:21][C:22]=2[C:23]([NH2:25])=[O:24])[C:12]1([CH3:36])[CH3:35])[C:4]1[CH:9]=[CH:8][CH:7]=[CH:6][CH:5]=1. The catalyst is CO. The product is [CH2:3]([NH:10][C@@H:11]1[CH2:15][CH2:14][C@H:13]([NH:16][C:17]2[C:18]3[N:19]([CH:26]=[C:27]([C:29]4[CH:34]=[CH:33][CH:32]=[CH:31][CH:30]=4)[CH:28]=3)[N:20]=[CH:21][C:22]=2[C:23]([NH2:25])=[O:24])[C:12]1([CH3:36])[CH3:35])[C:4]1[CH:9]=[CH:8][CH:7]=[CH:6][CH:5]=1. The yield is 0.600. (3) The reactants are [CH3:1][N:2]([CH3:9])[CH2:3]/[CH:4]=[CH:5]/[C:6](O)=[O:7].C(Cl)(=O)C(Cl)=O.[NH2:16][C:17]1[CH:18]=[C:19]([C:23]2[CH:28]=[CH:27][CH:26]=[C:25]([O:29][C:30]3[C:39]4[C:34](=[CH:35][CH:36]=[CH:37][CH:38]=4)[NH:33][C:32](=[O:40])[CH:31]=3)[CH:24]=2)[CH:20]=[CH:21][CH:22]=1.CN(C)C(=O)C. The catalyst is ClCCl. The product is [OH-:7].[NH4+:2].[CH3:1][N:2]([CH3:9])[CH2:3]/[CH:4]=[CH:5]/[C:6]([NH:16][C:17]1[CH:18]=[C:19]([C:23]2[CH:28]=[CH:27][CH:26]=[C:25]([O:29][C:30]3[C:39]4[C:34](=[CH:35][CH:36]=[CH:37][CH:38]=4)[NH:33][C:32](=[O:40])[CH:31]=3)[CH:24]=2)[CH:20]=[CH:21][CH:22]=1)=[O:7]. The yield is 0.0150. (4) The reactants are [CH2:1]([NH:8][C:9]([C:11]1[S:15][C:14]([C:16]2[NH:17][N:18]=[CH:19][CH:20]=2)=[N:13][C:12]=1[CH3:21])=[O:10])[C:2]1[CH:7]=[CH:6][CH:5]=[CH:4][CH:3]=1.Br[CH2:23][CH2:24][C:25]1[CH:30]=[CH:29][CH:28]=[CH:27][N:26]=1.C(=O)([O-])[O-].[K+].[K+]. The catalyst is CS(C)=O.C(OCC)(=O)C. The product is [CH2:1]([NH:8][C:9]([C:11]1[S:15][C:14]([C:16]2[CH:20]=[CH:19][N:18]([CH2:23][CH2:24][C:25]3[CH:30]=[CH:29][CH:28]=[CH:27][N:26]=3)[N:17]=2)=[N:13][C:12]=1[CH3:21])=[O:10])[C:2]1[CH:3]=[CH:4][CH:5]=[CH:6][CH:7]=1. The yield is 0.430. (5) The reactants are [CH3:1][N:2]1[C:6](=[O:7])[CH:5]=[CH:4][C:3]1=[O:8].[Br:9]Br.C(N(CC)CC)C. The catalyst is CO. The product is [CH3:1][N:2]1[C:6](=[O:7])[CH:5]=[C:4]([Br:9])[C:3]1=[O:8]. The yield is 0.890. (6) The reactants are F[C:2]1[CH:3]=[CH:4][C:5]([N+:18]([O-:20])=[O:19])=[C:6]([CH:17]=1)[C:7]([NH:9][CH2:10][C:11](=[O:16])[NH:12][CH:13]([CH3:15])[CH3:14])=[O:8].[CH3:21][N:22]1[CH2:28][CH2:27][CH2:26][NH:25][CH2:24][CH2:23]1.C(=O)([O-])[O-].[K+].[K+]. The catalyst is C(#N)C. The product is [CH:13]([NH:12][C:11]([CH2:10][NH:9][C:7](=[O:8])[C:6]1[CH:17]=[C:2]([N:25]2[CH2:26][CH2:27][CH2:28][N:22]([CH3:21])[CH2:23][CH2:24]2)[CH:3]=[CH:4][C:5]=1[N+:18]([O-:20])=[O:19])=[O:16])([CH3:15])[CH3:14]. The yield is 1.00. (7) The reactants are Br[C:2]1[C:3]2[C:4]3[CH:17]=[CH:16][S:15][C:5]=3[C:6](=[O:14])[NH:7][C:8]=2[CH:9]=[CH:10][C:11]=1[O:12][CH3:13].CC1(C)C(C)(C)OB([C:26]2[CH:31]=[CH:30][C:29]([C@H:32]([NH:34][C:35](=[O:41])[O:36][C:37]([CH3:40])([CH3:39])[CH3:38])[CH3:33])=[CH:28][CH:27]=2)O1. No catalyst specified. The product is [CH3:13][O:12][C:11]1[CH:10]=[CH:9][C:8]2[NH:7][C:6](=[O:14])[C:5]3[S:15][CH:16]=[CH:17][C:4]=3[C:3]=2[C:2]=1[C:26]1[CH:27]=[CH:28][C:29]([C@H:32]([NH:34][C:35](=[O:41])[O:36][C:37]([CH3:40])([CH3:39])[CH3:38])[CH3:33])=[CH:30][CH:31]=1. The yield is 0.470. (8) The catalyst is C(Cl)Cl. The yield is 0.990. The reactants are [S:1]1[C:5]([CH2:6][CH2:7][OH:8])=[CH:4][C:3]2[CH:9]=[CH:10][CH:11]=[CH:12][C:2]1=2.CCN(C(C)C)C(C)C.[S:22](Cl)([CH3:25])(=[O:24])=[O:23]. The product is [S:1]1[C:5]([CH2:6][CH2:7][O:8][S:22]([CH3:25])(=[O:24])=[O:23])=[CH:4][C:3]2[CH:9]=[CH:10][CH:11]=[CH:12][C:2]1=2.